From a dataset of Forward reaction prediction with 1.9M reactions from USPTO patents (1976-2016). Predict the product of the given reaction. (1) Given the reactants F[C:2](F)(F)[C:3]([OH:5])=O.[NH2:8][CH:9]([C:11]1[N:22]([C@@H:23]2[CH2:28][O:27][C@@H:26]([CH2:29][C:30]#[N:31])[CH2:25][CH2:24]2)[C:14]2=[C:15]3[S:21][CH:20]=[CH:19][C:16]3=[N:17][CH:18]=[C:13]2[N:12]=1)[CH3:10].C(N(CC)CC)C.C(Cl)(=O)C, predict the reaction product. The product is: [C:30]([CH2:29][C@@H:26]1[O:27][CH2:28][C@@H:23]([N:22]2[C:14]3=[C:15]4[S:21][CH:20]=[CH:19][C:16]4=[N:17][CH:18]=[C:13]3[N:12]=[C:11]2[CH:9]([NH:8][C:3](=[O:5])[CH3:2])[CH3:10])[CH2:24][CH2:25]1)#[N:31]. (2) Given the reactants [Cl:1][C:2]1[N:3]=[N:4][C:5]([Cl:12])=[CH:6][C:7]=1[C:8]([F:11])([F:10])[F:9].[C:13](O)(=O)C.OS(O)(=O)=O.S(OOS([O-])(=O)=O)([O-])(=O)=O.[NH4+].[NH4+].[OH-].[NH4+], predict the reaction product. The product is: [Cl:12][C:5]1[N:4]=[N:3][C:2]([Cl:1])=[C:7]([C:8]([F:9])([F:10])[F:11])[C:6]=1[CH3:13].